This data is from Catalyst prediction with 721,799 reactions and 888 catalyst types from USPTO. The task is: Predict which catalyst facilitates the given reaction. (1) The catalyst class is: 255. Reactant: [OH:1][CH:2]1[CH2:6][CH:5]=[CH:4][CH2:3]1.N1C=CN=C1.[Si:12](Cl)([C:25]([CH3:28])([CH3:27])[CH3:26])([C:19]1[CH:24]=[CH:23][CH:22]=[CH:21][CH:20]=1)[C:13]1[CH:18]=[CH:17][CH:16]=[CH:15][CH:14]=1. Product: [C:25]([Si:12]([O:1][CH:2]1[CH2:6][CH:5]=[CH:4][CH2:3]1)([C:19]1[CH:24]=[CH:23][CH:22]=[CH:21][CH:20]=1)[C:13]1[CH:14]=[CH:15][CH:16]=[CH:17][CH:18]=1)([CH3:28])([CH3:26])[CH3:27]. (2) Reactant: CCN(C(C)C)C(C)C.[CH2:10]([O:17][C:18]1[CH:26]=[CH:25][C:21]([C:22]([OH:24])=O)=[CH:20][CH:19]=1)[C:11]1[CH:16]=[CH:15][CH:14]=[CH:13][CH:12]=1.C1C=CC2N(O)N=NC=2C=1.CCN=C=NCCCN(C)C.[NH2:48][CH:49]([CH3:70])[C:50]([N:52]1[CH2:57][CH2:56][N:55]([C:58](=[O:69])[C:59]2[CH:64]=[CH:63][CH:62]=[CH:61][C:60]=2[C:65]([F:68])([F:67])[F:66])[CH2:54][CH2:53]1)=[O:51]. Product: [CH2:10]([O:17][C:18]1[CH:19]=[CH:20][C:21]([C:22]([NH:48][CH:49]([CH3:70])[C:50](=[O:51])[N:52]2[CH2:53][CH2:54][N:55]([C:58](=[O:69])[C:59]3[CH:64]=[CH:63][CH:62]=[CH:61][C:60]=3[C:65]([F:66])([F:68])[F:67])[CH2:56][CH2:57]2)=[O:24])=[CH:25][CH:26]=1)[C:11]1[CH:12]=[CH:13][CH:14]=[CH:15][CH:16]=1. The catalyst class is: 18. (3) Reactant: C(N(CC)CC)C.[CH2:8]([CH:10]([CH2:14][CH3:15])[C:11](Cl)=[O:12])[CH3:9].[CH2:16]([O:23][C:24]1[C:25]([CH3:33])=[C:26]([CH3:32])[C:27]([NH2:31])=[N:28][C:29]=1[CH3:30])[C:17]1[CH:22]=[CH:21][CH:20]=[CH:19][CH:18]=1. Product: [CH2:16]([O:23][C:24]1[C:25]([CH3:33])=[C:26]([CH3:32])[C:27]([NH:31][C:11](=[O:12])[CH:10]([CH2:14][CH3:15])[CH2:8][CH3:9])=[N:28][C:29]=1[CH3:30])[C:17]1[CH:18]=[CH:19][CH:20]=[CH:21][CH:22]=1. The catalyst class is: 2.